Dataset: Full USPTO retrosynthesis dataset with 1.9M reactions from patents (1976-2016). Task: Predict the reactants needed to synthesize the given product. (1) Given the product [CH2:35]([O:34][C:32](=[O:33])[C:31]1[CH:37]=[CH:38][C:28]([NH:27][C:22]([C:17]2[CH:18]=[C:19]([O:20][CH3:21])[C:14]3[O:13][CH2:12][N:11]([S:8]([C:6]4[CH:7]=[C:2]([Cl:1])[CH:3]=[CH:4][C:5]=4[O:25][CH3:26])(=[O:9])=[O:10])[C:15]=3[CH:16]=2)=[O:24])=[CH:29][CH:30]=1)[CH3:36], predict the reactants needed to synthesize it. The reactants are: [Cl:1][C:2]1[CH:3]=[CH:4][C:5]([O:25][CH3:26])=[C:6]([S:8]([N:11]2[C:15]3[CH:16]=[C:17]([C:22]([OH:24])=O)[CH:18]=[C:19]([O:20][CH3:21])[C:14]=3[O:13][CH2:12]2)(=[O:10])=[O:9])[CH:7]=1.[NH2:27][C:28]1[CH:38]=[CH:37][C:31]([C:32]([O:34][CH2:35][CH3:36])=[O:33])=[CH:30][CH:29]=1. (2) Given the product [CH:3]1([C:8]2[N:12]([CH3:24])[C:11]3[C:13]([O:21][CH3:22])=[CH:14][CH:15]=[C:16]([C:17]([O:19][CH3:20])=[O:18])[C:10]=3[N:9]=2)[CH2:4][CH2:5][CH2:6][CH2:7]1, predict the reactants needed to synthesize it. The reactants are: [H-].[Na+].[CH:3]1([C:8]2[NH:9][C:10]3[C:16]([C:17]([O:19][CH3:20])=[O:18])=[CH:15][CH:14]=[C:13]([O:21][CH3:22])[C:11]=3[N:12]=2)[CH2:7][CH2:6][CH2:5][CH2:4]1.I[CH3:24]. (3) Given the product [Cl:22][CH:17]([CH2:18][C:9]1[CH:11]=[CH:12][CH:13]=[C:7]([C:6]([F:15])([F:14])[F:5])[CH:8]=1)[C:16]([O:20][CH3:21])=[O:19], predict the reactants needed to synthesize it. The reactants are: N([O-])=O.[Na+].[F:5][C:6]([F:15])([F:14])[C:7]1[CH:8]=[C:9]([CH:11]=[CH:12][CH:13]=1)N.[C:16]([O:20][CH3:21])(=[O:19])[CH:17]=[CH2:18].[ClH:22]. (4) Given the product [NH2:1][C:2]1[C:7]([C:8]([F:11])([F:10])[F:9])=[CH:6][C:5]([CH:12]([NH:20][C:16]([CH3:19])([CH3:18])[CH3:17])[CH2:13][OH:14])=[CH:4][C:3]=1[Cl:15], predict the reactants needed to synthesize it. The reactants are: [NH2:1][C:2]1[C:7]([C:8]([F:11])([F:10])[F:9])=[CH:6][C:5]([CH:12]2[O:14][CH2:13]2)=[CH:4][C:3]=1[Cl:15].[C:16]([NH2:20])([CH3:19])([CH3:18])[CH3:17]. (5) Given the product [CH2:1]([N:3]([CH2:6][C:7]1[S:11][C:10]([C:12]2[O:16][N:15]=[C:14]([C:17]3[CH:25]=[CH:24][C:20]([C:21]([NH:31][CH2:30][CH2:29][N:28]([CH3:32])[CH3:27])=[O:22])=[CH:19][CH:18]=3)[N:13]=2)=[CH:9][C:8]=1[CH3:26])[CH2:4][CH3:5])[CH3:2], predict the reactants needed to synthesize it. The reactants are: [CH2:1]([N:3]([CH2:6][C:7]1[S:11][C:10]([C:12]2[O:16][N:15]=[C:14]([C:17]3[CH:25]=[CH:24][C:20]([C:21](O)=[O:22])=[CH:19][CH:18]=3)[N:13]=2)=[CH:9][C:8]=1[CH3:26])[CH2:4][CH3:5])[CH3:2].[CH3:27][N:28]([CH3:32])[CH2:29][CH2:30][NH2:31]. (6) Given the product [CH3:16][O:17][C:18]1[CH:19]=[C:20]([N:26]2[CH2:27][CH2:28][N:29]([C:7]([C:5]3[N:6]=[C:2]([OH:1])[NH:3][C:4]=3[C:10]3[CH:15]=[CH:14][CH:13]=[CH:12][CH:11]=3)=[O:9])[CH2:30][CH2:31]2)[CH:21]=[C:22]([O:24][CH3:25])[CH:23]=1, predict the reactants needed to synthesize it. The reactants are: [OH:1][C:2]1[NH:3][C:4]([C:10]2[CH:15]=[CH:14][CH:13]=[CH:12][CH:11]=2)=[C:5]([C:7]([OH:9])=O)[N:6]=1.[CH3:16][O:17][C:18]1[CH:19]=[C:20]([N:26]2[CH2:31][CH2:30][NH:29][CH2:28][CH2:27]2)[CH:21]=[C:22]([O:24][CH3:25])[CH:23]=1.Cl.CN(C)CCCN=C=NCC.O.ON1C2C=CC=CC=2N=N1. (7) Given the product [F:1][C:2]1[CH:3]=[C:4]([CH:8]2[CH2:13][CH2:12][CH2:11][CH2:10][N:9]2[C:14]2[CH:15]=[CH:16][C:17]3[N:18]([C:20]([NH:23][C:29]([N:31]4[CH2:32][CH:33]([OH:41])[CH2:35]4)=[O:30])=[CH:21][N:22]=3)[N:19]=2)[CH:5]=[CH:6][CH:7]=1, predict the reactants needed to synthesize it. The reactants are: [F:1][C:2]1[CH:3]=[C:4]([CH:8]2[CH2:13][CH2:12][CH2:11][CH2:10][N:9]2[C:14]2[CH:15]=[CH:16][C:17]3[N:18]([C:20]([NH2:23])=[CH:21][N:22]=3)[N:19]=2)[CH:5]=[CH:6][CH:7]=1.C1N=CN([C:29]([N:31]2[CH:35]=N[CH:33]=[CH:32]2)=[O:30])C=1.Cl.N1CC([OH:41])C1.CCN(C(C)C)C(C)C.